Dataset: Peptide-MHC class I binding affinity with 185,985 pairs from IEDB/IMGT. Task: Regression. Given a peptide amino acid sequence and an MHC pseudo amino acid sequence, predict their binding affinity value. This is MHC class I binding data. (1) The peptide sequence is SSTCMMCYK. The MHC is HLA-A33:01 with pseudo-sequence HLA-A33:01. The binding affinity (normalized) is 0.306. (2) The peptide sequence is ELFARSSDPR. The MHC is HLA-A68:02 with pseudo-sequence HLA-A68:02. The binding affinity (normalized) is 0.201.